Dataset: Full USPTO retrosynthesis dataset with 1.9M reactions from patents (1976-2016). Task: Predict the reactants needed to synthesize the given product. (1) Given the product [C:13]([O:17][C:18](=[O:19])[NH:20][C@H:21]([C:22](=[O:23])[NH:12][C:6]1[CH:7]=[CH:8][C:9]([F:11])=[CH:10][C:5]=1[NH:4][CH:1]1[CH2:3][CH2:2]1)[CH3:25])([CH3:14])([CH3:15])[CH3:16], predict the reactants needed to synthesize it. The reactants are: [CH:1]1([NH:4][C:5]2[C:6]([NH2:12])=[CH:7][CH:8]=[C:9]([F:11])[CH:10]=2)[CH2:3][CH2:2]1.[C:13]([O:17][C:18]([NH:20][C@@H:21]([CH3:25])[C:22](O)=[O:23])=[O:19])([CH3:16])([CH3:15])[CH3:14].C1C=NC2N(O)N=NC=2C=1.CN1CCOCC1.Cl.CN(C)CCCN=C=NCC. (2) The reactants are: [NH2:1][C:2]1[CH:7]=[C:6]([O:8][CH2:9][C:10]2[CH:15]=[CH:14][CH:13]=[C:12]([O:16][CH3:17])[CH:11]=2)[CH:5]=[CH:4][C:3]=1[S:18][C:19]1[CH:24]=[CH:23][C:22]([OH:25])=[CH:21][CH:20]=1.C([C:28]1[C:29]([N:35]=[CH:36][N:37]([CH3:39])C)=[N:30][C:31]([CH3:34])=[CH:32][CH:33]=1)#N.NC1C=C(OCC2C=CC(OC)=CC=2)C=CC=1SC1C=CC(O)=CC=1. Given the product [CH3:17][O:16][C:12]1[CH:11]=[C:10]([CH:15]=[CH:14][CH:13]=1)[CH2:9][O:8][C:6]1[CH:5]=[CH:4][C:3]([S:18][C:19]2[CH:20]=[CH:21][C:22]([OH:25])=[CH:23][CH:24]=2)=[C:2]([NH:1][C:39]2[C:28]3[CH:33]=[CH:32][C:31]([CH3:34])=[N:30][C:29]=3[N:35]=[CH:36][N:37]=2)[CH:7]=1, predict the reactants needed to synthesize it. (3) Given the product [Br:22][CH2:1][C:2]1[C:11]([N+:12]([O-:14])=[O:13])=[CH:10][CH:9]=[CH:8][C:3]=1[C:4]([O:6][CH3:7])=[O:5], predict the reactants needed to synthesize it. The reactants are: [CH3:1][C:2]1[C:11]([N+:12]([O-:14])=[O:13])=[CH:10][CH:9]=[CH:8][C:3]=1[C:4]([O:6][CH3:7])=[O:5].C1C(=O)N([Br:22])C(=O)C1.CC(N=NC(C#N)(C)C)(C#N)C. (4) Given the product [Cl:44][C:25]1[CH:24]=[CH:23][C:6]([CH2:7][N:8]2[CH2:13][CH2:12][CH:11]([NH:14][C:15]3[CH:16]=[C:17]([CH:20]=[CH:21][N:22]=3)[C:18]#[N:19])[CH2:10][CH2:9]2)=[CH:5][C:4]=1[O:3][CH2:1][CH3:2], predict the reactants needed to synthesize it. The reactants are: [CH2:1]([O:3][C:4]1[CH:5]=[C:6]([CH:23]=[CH:24][C:25]=1C)[CH2:7][N:8]1[CH2:13][CH2:12][CH:11]([NH:14][C:15]2[CH:16]=[C:17]([CH:20]=[CH:21][N:22]=2)[C:18]#[N:19])[CH2:10][CH2:9]1)[CH3:2].Cl.Cl.N1CCC(NC2C=C(C=CN=2)C#N)CC1.[Cl:44]C1C=CC(C=O)=CC=1OCC.